From a dataset of Full USPTO retrosynthesis dataset with 1.9M reactions from patents (1976-2016). Predict the reactants needed to synthesize the given product. (1) Given the product [CH3:1][O:2][C:3]1[CH:4]=[CH:5][C:6]([CH2:7][N:8]([CH2:23][C:24]2[CH:25]=[CH:26][C:27]([O:30][CH3:31])=[CH:28][CH:29]=2)[C:9]2[C:10]3[CH:18]=[N:17][CH:16]=[C:15]([C:19]([OH:21])=[O:20])[C:11]=3[N:12]=[CH:13][N:14]=2)=[CH:32][CH:33]=1, predict the reactants needed to synthesize it. The reactants are: [CH3:1][O:2][C:3]1[CH:33]=[CH:32][C:6]([CH2:7][N:8]([CH2:23][C:24]2[CH:29]=[CH:28][C:27]([O:30][CH3:31])=[CH:26][CH:25]=2)[C:9]2[C:10]3[CH:18]=[N:17][CH:16]=[C:15]([C:19]([O:21]C)=[O:20])[C:11]=3[N:12]=[CH:13][N:14]=2)=[CH:5][CH:4]=1.O.[OH-].[Li+].C(O)(=O)C. (2) Given the product [S:2](=[O:4])(=[O:3])([OH:6])[OH:5].[NH3:1].[S:2]([O-:6])([O-:5])(=[O:4])=[O:3].[NH4+:1].[NH4+:1], predict the reactants needed to synthesize it. The reactants are: [NH3:1].[S:2](=[O:6])(=[O:5])([OH:4])[OH:3].